This data is from Forward reaction prediction with 1.9M reactions from USPTO patents (1976-2016). The task is: Predict the product of the given reaction. (1) Given the reactants C(ON([C@H]1CN[C@H](C(N)=O)C(C)=C1)S(C1C=CC=CC=1[N+]([O-])=O)(=O)=O)C=C.[CH2:28]([O:31][N:32]([C@H:45]1[CH2:50][N:49](C(OC(C)(C)C)=O)[C@H:48]([C:58](=[O:60])[NH2:59])[C:47]([CH:61]([CH3:63])[CH3:62])=[CH:46]1)[S:33]([C:36]1[CH:41]=[CH:40][CH:39]=[CH:38][C:37]=1[N+:42]([O-:44])=[O:43])(=[O:35])=[O:34])[CH:29]=[CH2:30], predict the reaction product. The product is: [CH2:28]([O:31][N:32]([C@H:45]1[CH2:50][NH:49][C@H:48]([C:58]([NH2:59])=[O:60])[C:47]([CH:61]([CH3:63])[CH3:62])=[CH:46]1)[S:33]([C:36]1[CH:41]=[CH:40][CH:39]=[CH:38][C:37]=1[N+:42]([O-:44])=[O:43])(=[O:35])=[O:34])[CH:29]=[CH2:30]. (2) Given the reactants C([O-])([O-])=O.[Cs+].[Cs+].[C:7]([C:9]1[CH:10]=[CH:11][C:12](I)=[C:13]([CH:18]=1)[C:14]([O:16][CH3:17])=[O:15])#[N:8].[NH2:20][C:21]1[CH:26]=[CH:25][C:24]([C:27]([F:30])([F:29])[F:28])=[CH:23][C:22]=1[NH:31][C:32]1[CH:41]=[CH:40][CH:39]=[CH:38][C:33]=1[C:34]([O:36][CH3:37])=[O:35], predict the reaction product. The product is: [C:7]([C:9]1[CH:10]=[CH:11][C:12]([NH:20][C:21]2[CH:26]=[CH:25][C:24]([C:27]([F:29])([F:30])[F:28])=[CH:23][C:22]=2[NH:31][C:32]2[CH:41]=[CH:40][CH:39]=[CH:38][C:33]=2[C:34]([O:36][CH3:37])=[O:35])=[C:13]([CH:18]=1)[C:14]([O:16][CH3:17])=[O:15])#[N:8]. (3) The product is: [Cl:18][C:19]1[CH:24]=[CH:23][C:22]([CH2:25][C:26]([NH:1][N:2]2[N:11]=[C:10]([C:12]3[S:13][CH:14]=[CH:15][CH:16]=3)[C:9]3[C:4](=[CH:5][CH:6]=[CH:7][CH:8]=3)[C:3]2=[O:17])=[O:27])=[CH:21][CH:20]=1. Given the reactants [NH2:1][N:2]1[N:11]=[C:10]([C:12]2[S:13][CH:14]=[CH:15][CH:16]=2)[C:9]2[C:4](=[CH:5][CH:6]=[CH:7][CH:8]=2)[C:3]1=[O:17].[Cl:18][C:19]1[CH:24]=[CH:23][C:22]([CH2:25][C:26](O)=[O:27])=[CH:21][CH:20]=1, predict the reaction product. (4) Given the reactants [Cl:1][C:2]1[C:3]([F:34])=[C:4]([CH:31]=[CH:32][CH:33]=1)[NH:5][C:6]1[C:15]2[C:10](=[CH:11][C:12]([O:29][CH3:30])=[C:13]([O:16][C@@H:17]3[CH2:21][CH2:20][N:19](C(OC(C)(C)C)=O)[CH2:18]3)[CH:14]=2)[N:9]=[CH:8][N:7]=1.Cl, predict the reaction product. The product is: [ClH:1].[Cl:1][C:2]1[C:3]([F:34])=[C:4]([CH:31]=[CH:32][CH:33]=1)[NH:5][C:6]1[C:15]2[C:10](=[CH:11][C:12]([O:29][CH3:30])=[C:13]([O:16][C@@H:17]3[CH2:21][CH2:20][NH:19][CH2:18]3)[CH:14]=2)[N:9]=[CH:8][N:7]=1. (5) Given the reactants C(OC([N:8]1[CH2:13][CH2:12][N:11]([C:14]2[CH:23]=[CH:22][C:21]3[C:16](=[CH:17][CH:18]=[C:19]([C:24]([CH3:30])=[C:25]([C:28]#[N:29])[C:26]#[N:27])[CH:20]=3)[CH:15]=2)[CH2:10][CH2:9]1)=O)(C)(C)C.FC(F)(F)C(O)=O, predict the reaction product. The product is: [N:11]1([C:14]2[CH:15]=[C:16]3[C:21](=[CH:22][CH:23]=2)[CH:20]=[C:19]([C:24](=[C:25]([C:26]#[N:27])[C:28]#[N:29])[CH3:30])[CH:18]=[CH:17]3)[CH2:12][CH2:13][NH:8][CH2:9][CH2:10]1. (6) Given the reactants Br[C:2]1[CH:7]=[C:6]([C:8]2[N:13]([CH3:14])[C:12](=[O:15])[C:11]([OH:16])=[CH:10][N:9]=2)[CH:5]=[CH:4][N:3]=1.[NH:17]1[C:25]2[C:20](=[C:21](B(O)O)[CH:22]=[CH:23][CH:24]=2)[CH:19]=[CH:18]1, predict the reaction product. The product is: [OH:16][C:11]1[C:12](=[O:15])[N:13]([CH3:14])[C:8]([C:6]2[CH:5]=[CH:4][N:3]=[C:2]([C:21]3[CH:22]=[CH:23][CH:24]=[C:25]4[C:20]=3[CH:19]=[CH:18][NH:17]4)[CH:7]=2)=[N:9][CH:10]=1.